This data is from Catalyst prediction with 721,799 reactions and 888 catalyst types from USPTO. The task is: Predict which catalyst facilitates the given reaction. (1) Reactant: [CH:1]([N:14]1[C:22]2[C:17](=[CH:18][C:19]([Cl:23])=[CH:20][CH:21]=2)[C:16]([CH2:24][CH2:25][O:26][C:27]2[CH:37]=[CH:36][C:30]([C:31]([O:33]CC)=[O:32])=[C:29]([F:38])[CH:28]=2)=[C:15]1[CH2:39][CH2:40][NH:41][S:42]([CH2:45][C:46]1[CH:51]=[CH:50][CH:49]=[CH:48][C:47]=1[Cl:52])(=[O:44])=[O:43])([C:8]1[CH:13]=[CH:12][CH:11]=[CH:10][CH:9]=1)[C:2]1[CH:7]=[CH:6][CH:5]=[CH:4][CH:3]=1.C1COCC1.[OH-].[Na+]. Product: [CH:1]([N:14]1[C:22]2[C:17](=[CH:18][C:19]([Cl:23])=[CH:20][CH:21]=2)[C:16]([CH2:24][CH2:25][O:26][C:27]2[CH:37]=[CH:36][C:30]([C:31]([OH:33])=[O:32])=[C:29]([F:38])[CH:28]=2)=[C:15]1[CH2:39][CH2:40][NH:41][S:42]([CH2:45][C:46]1[CH:51]=[CH:50][CH:49]=[CH:48][C:47]=1[Cl:52])(=[O:44])=[O:43])([C:8]1[CH:9]=[CH:10][CH:11]=[CH:12][CH:13]=1)[C:2]1[CH:7]=[CH:6][CH:5]=[CH:4][CH:3]=1. The catalyst class is: 5. (2) Reactant: [CH:1]1([CH2:4][CH2:5]I)[CH2:3][CH2:2]1.C([Li])(C)(C)C.[Cl:12][C:13]1[CH:22]=[CH:21][C:20]2[N:19]=[C:18]3[C:23](=[O:27])[NH:24][CH:25]=[N:26][C:17]3=[C:16]([C:28]([F:31])([F:30])[F:29])[C:15]=2[CH:14]=1. Product: [Cl:12][C:13]1[CH:22]=[CH:21][C:20]2[NH:19][C:18]3[C:23](=[O:27])[NH:24][CH:25]=[N:26][C:17]=3[C:16]([CH2:5][CH2:4][CH:1]3[CH2:3][CH2:2]3)([C:28]([F:30])([F:29])[F:31])[C:15]=2[CH:14]=1. The catalyst class is: 332. (3) Reactant: [CH3:1][O:2][C:3]1[CH:10]=[CH:9][CH:8]=[CH:7][C:4]=1[CH2:5]Cl.[Cl:11][CH2:12][CH2:13][CH2:14][OH:15].[H-].[Na+]. Product: [Cl:11][CH2:12][CH2:13][CH2:14][O:15][CH2:5][C:4]1[CH:7]=[CH:8][CH:9]=[CH:10][C:3]=1[O:2][CH3:1]. The catalyst class is: 3. (4) Reactant: O([C:8]1[C:20]2[N:19]3[C:14]([CH2:15][O:16][CH2:17][CH2:18]3)=[CH:13][C:12]=2[N:11]=[CH:10][N:9]=1)C1C=CC=CC=1.[NH2:21][C:22]1[CH:36]=[CH:35][C:25]([O:26][C:27]2[CH:28]=[C:29]([CH:32]=[CH:33][CH:34]=2)[C:30]#[N:31])=[C:24]([Cl:37])[CH:23]=1.Cl.N1C=CC=CC=1.CN1CCCC1=O. Product: [ClH:37].[Cl:37][C:24]1[CH:23]=[C:22]([NH:21][C:8]2[C:20]3[N:19]4[C:14]([CH2:15][O:16][CH2:17][CH2:18]4)=[CH:13][C:12]=3[N:11]=[CH:10][N:9]=2)[CH:36]=[CH:35][C:25]=1[O:26][C:27]1[CH:28]=[C:29]([CH:32]=[CH:33][CH:34]=1)[C:30]#[N:31]. The catalyst class is: 13.